From a dataset of Orexin1 receptor HTS with 218,158 compounds and 233 confirmed actives. Binary Classification. Given a drug SMILES string, predict its activity (active/inactive) in a high-throughput screening assay against a specified biological target. (1) The compound is S(=O)(=O)(NCC1CCC(CC1)C(=O)NCc1sccc1)c1c2nsnc2ccc1. The result is 0 (inactive). (2) The molecule is FC(F)Oc1c(OC)cc(cc1)/C=C\C(OCC(=O)NC(=O)NCc1occc1)=O. The result is 0 (inactive). (3) The molecule is O(C(=O)C1C(C(C1c1ccccc1)C(O)=O)c1ccccc1)CCCCC. The result is 0 (inactive). (4) The molecule is O(CC(=O)N1c2c(NC(=O)C1)cccc2)C(=O)c1c(NCc2occc2)cccc1. The result is 0 (inactive). (5) The compound is S(=O)(=O)(N1CCC(CC1)C(=O)N1CCN(C2CCCC2)CC1)c1c(onc1C)C. The result is 0 (inactive). (6) The compound is s1c2n(c(c3ccc(cc3)C)c1)c(=S)[nH]n2. The result is 0 (inactive). (7) The molecule is FC(F)(F)C1(O)NC(=O)NC(C1C(=O)C)c1cc(F)c(F)cc1. The result is 0 (inactive). (8) The molecule is S(CC(=O)N1CCCC1)c1n(Cc2occc2)c(=O)c2c(n1)cccc2. The result is 0 (inactive).